This data is from Forward reaction prediction with 1.9M reactions from USPTO patents (1976-2016). The task is: Predict the product of the given reaction. (1) Given the reactants [CH2:1]([O:3][C:4](=[O:25])[CH:5]=[C:6]([C:13]1[CH:14]=[C:15]2[C:19](=[CH:20][CH:21]=1)[NH:18][C:17]([C:22](=[O:24])[NH2:23])=[CH:16]2)[C:7]1[CH:12]=[CH:11][CH:10]=[CH:9][CH:8]=1)[CH3:2].N1C2C(=CC=CC=2C(C2C=CC=CC=2)CC(NC)=O)C=C1, predict the reaction product. The product is: [CH2:1]([O:3][C:4](=[O:25])[CH2:5][CH:6]([C:13]1[CH:14]=[C:15]2[C:19](=[CH:20][CH:21]=1)[NH:18][C:17]([C:22](=[O:24])[NH2:23])=[CH:16]2)[C:7]1[CH:8]=[CH:9][CH:10]=[CH:11][CH:12]=1)[CH3:2]. (2) Given the reactants [CH2:1]([N:8]1[C:16]2[C:11](=[CH:12][C:13]([NH:17][C:18]3[C:23]4=[C:24]([CH2:31][CH3:32])[C:25]([C:27]([O:29]C)=[O:28])=[CH:26][N:22]4[N:21]=[CH:20][N:19]=3)=[CH:14][CH:15]=2)[CH:10]=[N:9]1)[C:2]1[CH:7]=[CH:6][CH:5]=[CH:4][CH:3]=1.CO.O.[OH-].[Li+], predict the reaction product. The product is: [CH2:1]([N:8]1[C:16]2[C:11](=[CH:12][C:13]([NH:17][C:18]3[C:23]4=[C:24]([CH2:31][CH3:32])[C:25]([C:27]([OH:29])=[O:28])=[CH:26][N:22]4[N:21]=[CH:20][N:19]=3)=[CH:14][CH:15]=2)[CH:10]=[N:9]1)[C:2]1[CH:7]=[CH:6][CH:5]=[CH:4][CH:3]=1. (3) Given the reactants [N:1]([CH2:4][C:5]1[S:6][CH:7]=[C:8]([C:10]#[N:11])[N:9]=1)=[N+]=[N-].C1(P(C2C=CC=CC=2)C2C=CC=CC=2)C=CC=CC=1, predict the reaction product. The product is: [NH2:1][CH2:4][C:5]1[S:6][CH:7]=[C:8]([C:10]#[N:11])[N:9]=1. (4) The product is: [CH3:20][B-:21]([C:26]#[N:27])([C:24]#[N:25])[C:22]#[N:23].[CH3:6][S+:7]([C:8]1[CH:13]=[CH:12][CH:11]=[CH:10][CH:9]=1)[C:14]1[CH:19]=[CH:18][CH:17]=[CH:16][CH:15]=1. Given the reactants F[B-](F)(F)F.[CH3:6][S+:7]([C:14]1[CH:19]=[CH:18][CH:17]=[CH:16][CH:15]=1)[C:8]1[CH:13]=[CH:12][CH:11]=[CH:10][CH:9]=1.[CH3:20][B-:21]([C:26]#[N:27])([C:24]#[N:25])[C:22]#[N:23].[K+], predict the reaction product. (5) Given the reactants C(OC([N:8]1[CH2:13][CH2:12][C:11](=O)[CH2:10][CH2:9]1)=O)(C)(C)C.[Br:15][C:16]1[CH:21]=[CH:20][C:19]([CH:22]=[CH:23][N+:24]([O-])=O)=[CH:18][CH:17]=1, predict the reaction product. The product is: [CH2:22]([N:24]1[C:11]2[CH2:10][CH2:9][NH:8][CH2:13][C:12]=2[C:22]([C:19]2[CH:20]=[CH:21][C:16]([Br:15])=[CH:17][CH:18]=2)=[CH:23]1)[C:19]1[CH:20]=[CH:21][CH:16]=[CH:17][CH:18]=1. (6) Given the reactants [NH:1]([C:7]([O:9][CH2:10][C:11]1[CH:16]=[CH:15][CH:14]=[CH:13][CH:12]=1)=[O:8])[C@H:2]([C:4](O)=[O:5])[CH3:3].Cl.[C:18]1([CH:24]([C:49]2[CH:54]=[CH:53][CH:52]=[CH:51][CH:50]=2)[C@H:25]([NH2:48])[CH:26]=[CH:27][S:28]([CH:31]=[CH:32][C@@H:33]([NH2:47])[CH:34]([C:41]2[CH:46]=[CH:45][CH:44]=[CH:43][CH:42]=2)[C:35]2[CH:40]=[CH:39][CH:38]=[CH:37][CH:36]=2)(=[O:30])=[O:29])[CH:23]=[CH:22][CH:21]=[CH:20][CH:19]=1, predict the reaction product. The product is: [C:49]1([CH:24]([C:18]2[CH:23]=[CH:22][CH:21]=[CH:20][CH:19]=2)[C@H:25]([NH:48][C:4](=[O:5])[C@H:2]([CH3:3])[NH:1][C:7]([O:9][CH2:10][C:11]2[CH:16]=[CH:15][CH:14]=[CH:13][CH:12]=2)=[O:8])[CH:26]=[CH:27][S:28]([CH:31]=[CH:32][C@@H:33]([NH:47][C:4](=[O:5])[C@H:2]([CH3:3])[NH:1][C:7]([O:9][CH2:10][C:11]2[CH:16]=[CH:15][CH:14]=[CH:13][CH:12]=2)=[O:8])[CH:34]([C:35]2[CH:36]=[CH:37][CH:38]=[CH:39][CH:40]=2)[C:41]2[CH:42]=[CH:43][CH:44]=[CH:45][CH:46]=2)(=[O:30])=[O:29])[CH:50]=[CH:51][CH:52]=[CH:53][CH:54]=1.